Dataset: Reaction yield outcomes from USPTO patents with 853,638 reactions. Task: Predict the reaction yield, written as a fraction of the theoretical maximum amount of product (1.0 means a 100% yield; for example, 0.34 means a 34% yield). The reactants are [CH:1]1([C:4]2[CH:9]=[CH:8][C:7]([N+:10]([O-])=O)=[CH:6][C:5]=2[N:13]2[C:17](=[O:18])[N:16]([CH3:19])[N:15]=[N:14]2)[CH2:3][CH2:2]1.O.O.Cl[Sn]Cl.Cl. The catalyst is CCO. The product is [NH2:10][C:7]1[CH:8]=[CH:9][C:4]([CH:1]2[CH2:2][CH2:3]2)=[C:5]([N:13]2[C:17](=[O:18])[N:16]([CH3:19])[N:15]=[N:14]2)[CH:6]=1. The yield is 1.00.